From a dataset of Full USPTO retrosynthesis dataset with 1.9M reactions from patents (1976-2016). Predict the reactants needed to synthesize the given product. (1) Given the product [C:12]([O:11][C:9]([N:27]([C:23]1[CH:22]=[C:21]([CH:26]=[CH:25][CH:24]=1)[CH2:20][S:17]([CH3:16])(=[O:19])=[O:18])[CH3:28])=[O:10])([CH3:13])([CH3:14])[CH3:15], predict the reactants needed to synthesize it. The reactants are: [C:9](O[C:9]([O:11][C:12]([CH3:15])([CH3:14])[CH3:13])=[O:10])([O:11][C:12]([CH3:15])([CH3:14])[CH3:13])=[O:10].[CH3:16][S:17]([CH2:20][C:21]1[CH:26]=[CH:25][CH:24]=[C:23]([NH:27][CH3:28])[CH:22]=1)(=[O:19])=[O:18]. (2) Given the product [CH2:31]([O:30][C:26]1[C:25]([CH3:55])=[CH:24][CH:23]=[C:22]2[C:27]=1[CH:28]=[CH:29][N:20]=[C:21]2[Cl:54])[C:35]1[CH:40]=[CH:39][CH:38]=[CH:37][CH:36]=1, predict the reactants needed to synthesize it. The reactants are: FC1C=CC(C2N=C(C([N:20]3[CH2:29][CH2:28][C:27]4[C:22](=[CH:23][C:24](OC)=[CH:25][C:26]=4[O:30][CH3:31])[CH2:21]3)=O)C3C(=CC=CC=3)N=2)=CC=1.F[C:35]1[CH:40]=[CH:39][C:38](C2N=C(C(O)=O)[C:40]3[C:35](=[CH:36][CH:37]=[CH:38][CH:39]=3)N=2)=[CH:37][CH:36]=1.[ClH:54].[CH3:55]OC1C=C(OC)C=C2C=1CCNC2. (3) Given the product [O:23]1[CH2:24][CH2:25][N:20]([C:5]2[CH:4]=[C:3]([CH:8]=[CH:7][CH:6]=2)[C:1]#[N:2])[CH2:21][CH2:22]1, predict the reactants needed to synthesize it. The reactants are: [C:1]([C:3]1[CH:4]=[C:5](O)[CH:6]=[CH:7][CH:8]=1)#[N:2].C(N(CC)CC)C.C(Cl)Cl.[NH:20]1[CH2:25][CH2:24][O:23][CH2:22][CH2:21]1.